From a dataset of Reaction yield outcomes from USPTO patents with 853,638 reactions. Predict the reaction yield, written as a fraction of the theoretical maximum amount of product (1.0 means a 100% yield; for example, 0.34 means a 34% yield). (1) The reactants are [C:1]([O:5][C:6]([N:8]([CH3:35])[CH2:9][C:10]([NH:12][CH2:13][CH2:14][CH2:15][P+:16]([C:29]1[CH:34]=[CH:33][CH:32]=[CH:31][CH:30]=1)([C:23]1[CH:28]=[CH:27][CH:26]=[CH:25][CH:24]=1)[C:17]1[CH:22]=[CH:21][CH:20]=[CH:19][CH:18]=1)=[O:11])=[O:7])([CH3:4])([CH3:3])[CH3:2].[Br-].[Cl-:37].[Li+]. The catalyst is C(Cl)Cl.[Cl-].C([N+](CCCC)(CCCC)CCCC)CCC. The product is [C:1]([O:5][C:6]([N:8]([CH3:35])[CH2:9][C:10]([NH:12][CH2:13][CH2:14][CH2:15][P+:16]([C:17]1[CH:22]=[CH:21][CH:20]=[CH:19][CH:18]=1)([C:29]1[CH:34]=[CH:33][CH:32]=[CH:31][CH:30]=1)[C:23]1[CH:24]=[CH:25][CH:26]=[CH:27][CH:28]=1)=[O:11])=[O:7])([CH3:3])([CH3:4])[CH3:2].[Cl-:37]. The yield is 1.00. (2) The reactants are Br[C:2]1[CH:3]=[C:4]([CH:6]=[C:7]([F:9])[CH:8]=1)[NH2:5].[B:10]1([B:10]2[O:14][C:13]([CH3:16])([CH3:15])[C:12]([CH3:18])([CH3:17])[O:11]2)[O:14][C:13]([CH3:16])([CH3:15])[C:12]([CH3:18])([CH3:17])[O:11]1.C([O-])(=O)C.[K+]. The catalyst is O1CCOCC1. The product is [F:9][C:7]1[CH:6]=[C:4]([CH:3]=[C:2]([B:10]2[O:14][C:13]([CH3:16])([CH3:15])[C:12]([CH3:18])([CH3:17])[O:11]2)[CH:8]=1)[NH2:5]. The yield is 0.680. (3) The reactants are [F:1][C:2]1[CH:7]=[C:6]([I:8])[CH:5]=[CH:4][C:3]=1[NH:9][C:10]1[N:15]([CH3:16])[C:14](=[O:17])[C:13]2[CH2:18][CH2:19][CH2:20][C:12]=2[C:11]=1[C:21]([O:23]CC)=[O:22].[OH-].[Na+].Cl. The catalyst is CO. The product is [F:1][C:2]1[CH:7]=[C:6]([I:8])[CH:5]=[CH:4][C:3]=1[NH:9][C:10]1[N:15]([CH3:16])[C:14](=[O:17])[C:13]2[CH2:18][CH2:19][CH2:20][C:12]=2[C:11]=1[C:21]([OH:23])=[O:22]. The yield is 0.940.